Dataset: Catalyst prediction with 721,799 reactions and 888 catalyst types from USPTO. Task: Predict which catalyst facilitates the given reaction. (1) Reactant: FC(F)(F)S(O[C:7]1[C:15]2[CH2:14][CH2:13][N:12](C(OC(C)(C)C)=O)[CH2:11][C:10]=2[NH:9][N:8]=1)(=O)=O.[H-].[Na+].C[Si](C)(C)[CH2:29][CH2:30]OCCl.O. The catalyst class is: 1. Product: [C:30]1([C:7]2[C:15]3[CH2:14][CH2:13][NH:12][CH2:11][C:10]=3[NH:9][N:8]=2)[CH:29]=[CH:14][CH:15]=[CH:10][CH:11]=1. (2) Reactant: [CH:1]([C:4]1[N:9]([C:10]2[CH:15]=[CH:14][CH:13]=[CH:12][CH:11]=2)[C:8](=[O:16])[CH:7]=[C:6]([NH:17][C:18]2[CH:27]=[CH:26][CH:25]=[CH:24][C:19]=2C(OC)=O)[CH:5]=1)([CH3:3])[CH3:2].[C:28](=[O:31])(O)[O-].[K+]. Product: [CH:1]([C:4]1[N:9]([C:10]2[CH:15]=[CH:14][CH:13]=[CH:12][CH:11]=2)[C:28](=[O:31])[C:7]2[C:8](=[O:16])[C:27]3[CH:26]=[CH:25][CH:24]=[CH:19][C:18]=3[NH:17][C:6]=2[CH:5]=1)([CH3:3])[CH3:2]. The catalyst class is: 6. (3) Reactant: [CH3:1][CH:2]([O:4][C:5]1[CH:6]=[CH:7][C:8]([CH3:11])=[N:9][CH:10]=1)[CH3:3].ClC1C=C(C=CC=1)C(OO)=[O:17].C(OCC)(=O)C.S(S([O-])=O)([O-])(=O)=O.[Na+].[Na+]. Product: [CH3:3][CH:2]([O:4][C:5]1[CH:6]=[CH:7][C:8]([CH3:11])=[N+:9]([O-:17])[CH:10]=1)[CH3:1]. The catalyst class is: 4. (4) Reactant: FC(F)(F)C(O)=O.COC1C=CC(C[N:15](CC2C=CC(OC)=CC=2)[C:16]2[C:25]3[N:26]=[C:27]([NH:33][CH3:34])[N:28]([CH2:29][CH:30]([CH3:32])[CH3:31])[C:24]=3[C:23]3[CH:22]=[CH:21][CH:20]=[CH:19][C:18]=3[N:17]=2)=CC=1. Product: [CH3:34][NH:33][C:27]1[N:28]([CH2:29][CH:30]([CH3:32])[CH3:31])[C:24]2[C:23]3[CH:22]=[CH:21][CH:20]=[CH:19][C:18]=3[N:17]=[C:16]([NH2:15])[C:25]=2[N:26]=1. The catalyst class is: 74. (5) Reactant: [CH2:1]([OH:5])[CH2:2][CH:3]=C.[C:6](O)(C(F)(F)F)=O.[F:13][C:14]([F:24])([F:23])[C:15]1[CH:16]=[CH:17][C:18]([CH:21]=[O:22])=[N:19][CH:20]=1.[Li+].[OH-]. Product: [F:24][C:14]([F:23])([F:13])[C:15]1[CH:16]=[CH:17][C:18]([CH:21]2[CH2:6][CH:1]([OH:5])[CH2:2][CH2:3][O:22]2)=[N:19][CH:20]=1. The catalyst class is: 525. (6) Reactant: [O:1]1[CH:6]2[CH:2]1[CH2:3][O:4][CH2:5]2.[N-:7]=[N+:8]=[N-:9].[Na+].[Cl-].[NH4+]. Product: [N:7]([C@H:6]1[C@H:2]([OH:1])[CH2:3][O:4][CH2:5]1)=[N+:8]=[N-:9]. The catalyst class is: 5. (7) Reactant: [CH3:1][N:2]1[CH2:6][CH2:5][C:4](=O)[C:3]1([CH3:9])[CH3:8].[NH:10]1[CH2:14][CH2:13][CH2:12][CH2:11]1.O.C1(C)C=CC(S(O)(=O)=O)=CC=1. Product: [CH3:1][N:2]1[CH2:6][CH:5]=[C:4]([N:10]2[CH2:14][CH2:13][CH2:12][CH2:11]2)[C:3]1([CH3:9])[CH3:8]. The catalyst class is: 244. (8) Reactant: [ClH:1].[CH2:2]([N:6]1[C:15]2[C:10](=[CH:11][CH:12]=[CH:13][N:14]=2)[C:9]([C:16]2[CH:21]=[CH:20][CH:19]=[C:18]([O:22][CH2:23][CH2:24][CH2:25][OH:26])[CH:17]=2)=[C:8]([NH:27][C:28]([NH:30][C:31]2[C:36]([CH:37]([CH3:39])[CH3:38])=[CH:35][C:34]([NH2:40])=[CH:33][C:32]=2[CH:41]([CH3:43])[CH3:42])=[O:29])[C:7]1=[O:44])[CH2:3][CH2:4][CH3:5].O. Product: [OH2:22].[ClH:1].[CH2:2]([N:6]1[C:15]2[C:10](=[CH:11][CH:12]=[CH:13][N:14]=2)[C:9]([C:16]2[CH:21]=[CH:20][CH:19]=[C:18]([O:22][CH2:23][CH2:24][CH2:25][OH:26])[CH:17]=2)=[C:8]([NH:27][C:28]([NH:30][C:31]2[C:32]([CH:41]([CH3:43])[CH3:42])=[CH:33][C:34]([NH2:40])=[CH:35][C:36]=2[CH:37]([CH3:39])[CH3:38])=[O:29])[C:7]1=[O:44])[CH2:3][CH2:4][CH3:5]. The catalyst class is: 5. (9) Reactant: [Si]([O:18][CH2:19][C@:20]12[CH2:55][CH2:54][C@@H:53]([C:56]([CH3:58])=[CH2:57])[C@@H:21]1[C@@H:22]1[C@@:35]([CH3:38])([CH2:36][CH2:37]2)[C@@:34]2([CH3:39])[C@@H:25]([C@:26]3([CH3:52])[C@@H:31]([CH2:32][CH2:33]2)[C:30]([CH3:41])([CH3:40])[C:29]([C:42]2[CH:51]=[CH:50][C:45]([C:46]([O:48][CH3:49])=[O:47])=[CH:44][CH:43]=2)=[CH:28][CH2:27]3)[CH2:24][CH2:23]1)(C(C)(C)C)(C1C=CC=CC=1)C1C=CC=CC=1.[F-].C([N+](CCCC)(CCCC)CCCC)CCC. Product: [OH:18][CH2:19][C@:20]12[CH2:55][CH2:54][C@@H:53]([C:56]([CH3:58])=[CH2:57])[C@@H:21]1[C@@H:22]1[C@@:35]([CH3:38])([CH2:36][CH2:37]2)[C@@:34]2([CH3:39])[C@@H:25]([C@:26]3([CH3:52])[C@@H:31]([CH2:32][CH2:33]2)[C:30]([CH3:41])([CH3:40])[C:29]([C:42]2[CH:51]=[CH:50][C:45]([C:46]([O:48][CH3:49])=[O:47])=[CH:44][CH:43]=2)=[CH:28][CH2:27]3)[CH2:24][CH2:23]1. The catalyst class is: 1. (10) Reactant: [NH2:1][C:2]1[CH:3]=[C:4]([CH:21]=[CH:22][C:23]=1[O:24][CH:25]1[CH2:27][CH2:26]1)[C:5]([NH:7][C:8]1[CH:9]=[N:10][C:11]([C:14]2[CH:19]=[CH:18][CH:17]=[CH:16][C:15]=2[F:20])=[CH:12][CH:13]=1)=[O:6].Cl.[CH:29]1([N:32]2[CH2:37][CH2:36][N:35]([C:38]3([C:41](O)=[O:42])[CH2:40][CH2:39]3)[CH2:34][CH2:33]2)[CH2:31][CH2:30]1.C(N(C(C)C)C(C)C)C.C1CN([P+](ON2N=NC3C=CC=CC2=3)(N2CCCC2)N2CCCC2)CC1.F[P-](F)(F)(F)(F)F. Product: [CH:25]1([O:24][C:23]2[CH:22]=[CH:21][C:4]([C:5]([NH:7][C:8]3[CH:9]=[N:10][C:11]([C:14]4[CH:19]=[CH:18][CH:17]=[CH:16][C:15]=4[F:20])=[CH:12][CH:13]=3)=[O:6])=[CH:3][C:2]=2[NH:1][C:41]([C:38]2([N:35]3[CH2:36][CH2:37][N:32]([CH:29]4[CH2:30][CH2:31]4)[CH2:33][CH2:34]3)[CH2:40][CH2:39]2)=[O:42])[CH2:26][CH2:27]1. The catalyst class is: 3.